Predict the reactants needed to synthesize the given product. From a dataset of Full USPTO retrosynthesis dataset with 1.9M reactions from patents (1976-2016). Given the product [CH3:14][O:13][C:12]1[CH:11]=[CH:10][C:6]([C:7]([NH:22][CH:19]2[CH2:20][CH2:21][N:16]([CH3:15])[CH2:17][CH2:18]2)=[O:9])=[CH:5][C:4]=1[N+:1]([O-:3])=[O:2], predict the reactants needed to synthesize it. The reactants are: [N+:1]([C:4]1[CH:5]=[C:6]([CH:10]=[CH:11][C:12]=1[O:13][CH3:14])[C:7]([OH:9])=O)([O-:3])=[O:2].[CH3:15][N:16]1[CH2:21][CH2:20][CH:19]([NH2:22])[CH2:18][CH2:17]1.CN(C(ON1N=NC2C=CC=NC1=2)=[N+](C)C)C.F[P-](F)(F)(F)(F)F.CCN(C(C)C)C(C)C.